This data is from Reaction yield outcomes from USPTO patents with 853,638 reactions. The task is: Predict the reaction yield, written as a fraction of the theoretical maximum amount of product (1.0 means a 100% yield; for example, 0.34 means a 34% yield). (1) The reactants are [CH2:1]([O:8][C:9]([N:11]1[CH2:16][CH2:15][N:14]([S:17]([C:20]2[CH:25]=[CH:24][CH:23]=[CH:22][CH:21]=2)(=[O:19])=[O:18])[C@@H:13]([CH2:26][CH2:27][CH:28]2[CH2:30][CH:29]2C(O)=O)[CH2:12]1)=[O:10])[C:2]1[CH:7]=[CH:6][CH:5]=[CH:4][CH:3]=1.C1C=CC(P([N:48]=[N+]=[N-])(C2C=CC=CC=2)=O)=CC=1.[CH3:51][Si:52]([CH3:57])([CH3:56])[CH2:53][CH2:54][OH:55].CCO[C:61](C)=[O:62]. The catalyst is C1(C)C=CC=CC=1. The product is [C:20]1([S:17]([N:14]2[CH2:15][CH2:16][N:11]([C:9]([O:8][CH2:1][C:2]3[CH:3]=[CH:4][CH:5]=[CH:6][CH:7]=3)=[O:10])[CH2:12][C@@H:13]2[CH2:26][CH2:27][CH:28]2[CH2:30][CH:29]2[NH:48][C:61]([O:55][CH2:54][CH2:53][Si:52]([CH3:57])([CH3:56])[CH3:51])=[O:62])(=[O:19])=[O:18])[CH:25]=[CH:24][CH:23]=[CH:22][CH:21]=1. The yield is 0.360. (2) The reactants are I[C:2]1[O:3][C:4]([C:7]([O:9]CC)=[O:8])=[CH:5][N:6]=1.C([O-])([O-])=O.[K+].[K+].[CH3:18][N:19]1[C:23](B2OC(C)(C)C(C)(C)O2)=[CH:22][CH:21]=[N:20]1. The catalyst is O1CCOCC1.O.CC(C)([P](C(C)(C)C)([Pd][P](C(C)(C)C)(C(C)(C)C)C(C)(C)C)C(C)(C)C)C. The product is [CH3:18][N:19]1[C:23]([C:2]2[O:3][C:4]([C:7]([OH:9])=[O:8])=[CH:5][N:6]=2)=[CH:22][CH:21]=[N:20]1. The yield is 0.0500. (3) The reactants are [N:1]([C:4]([CH3:10])([CH3:9])[CH2:5][C:6](Cl)=[O:7])=[N+:2]=[N-:3].[NH:11]1[CH2:15][CH2:14][CH2:13][CH2:12]1.O. The catalyst is ClCCCl. The product is [N:1]([C:4]([CH3:10])([CH3:9])[CH2:5][C:6]([N:11]1[CH2:15][CH2:14][CH2:13][CH2:12]1)=[O:7])=[N+:2]=[N-:3]. The yield is 0.856.